This data is from Full USPTO retrosynthesis dataset with 1.9M reactions from patents (1976-2016). The task is: Predict the reactants needed to synthesize the given product. (1) Given the product [Si:1]([O:8][CH2:9][CH2:10][CH2:11][C:12]1[CH:13]=[C:14]([CH:15]=[CH:16][CH:17]=1)[O:18]/[CH:21]=[CH:20]/[C:19]([O:23][CH3:24])=[O:22])([C:4]([CH3:7])([CH3:6])[CH3:5])([CH3:3])[CH3:2], predict the reactants needed to synthesize it. The reactants are: [Si:1]([O:8][CH2:9][CH2:10][CH2:11][C:12]1[CH:13]=[C:14]([OH:18])[CH:15]=[CH:16][CH:17]=1)([C:4]([CH3:7])([CH3:6])[CH3:5])([CH3:3])[CH3:2].[C:19]([O:23][CH3:24])(=[O:22])[C:20]#[CH:21].CN1CCOCC1. (2) Given the product [NH2:30][C@@H:19]([CH2:20][N:21]1[CH:25]=[C:24]([C:26]([F:27])([F:29])[F:28])[N:23]=[CH:22]1)[CH2:18][NH:17][C:15]1[S:16][C:12]([C:8]2[CH:9]=[C:10]3[C:5](=[CH:6][CH:7]=2)[CH:4]=[N:3][C:2]([F:1])=[CH:11]3)=[CH:13][N:14]=1, predict the reactants needed to synthesize it. The reactants are: [F:1][C:2]1[N:3]=[CH:4][C:5]2[C:10]([CH:11]=1)=[CH:9][C:8]([C:12]1[S:16][C:15]([NH:17][CH2:18][C@@H:19]([NH:30]C(=O)OC(C)(C)C)[CH2:20][N:21]3[CH:25]=[C:24]([C:26]([F:29])([F:28])[F:27])[N:23]=[CH:22]3)=[N:14][CH:13]=1)=[CH:7][CH:6]=2.C(O)(C(F)(F)F)=O. (3) Given the product [OH:22][CH2:21][CH2:20][N:19]([CH2:23][CH2:24][OH:25])[C:2]1[C:3]([S:15]([CH3:18])(=[O:17])=[O:16])=[CH:4][C:5]([N+:12]([O-:14])=[O:13])=[C:6]([CH:11]=1)[C:7]([O:9][CH3:10])=[O:8], predict the reactants needed to synthesize it. The reactants are: F[C:2]1[C:3]([S:15]([CH3:18])(=[O:17])=[O:16])=[CH:4][C:5]([N+:12]([O-:14])=[O:13])=[C:6]([CH:11]=1)[C:7]([O:9][CH3:10])=[O:8].[NH:19]([CH2:23][CH2:24][OH:25])[CH2:20][CH2:21][OH:22].